Dataset: Forward reaction prediction with 1.9M reactions from USPTO patents (1976-2016). Task: Predict the product of the given reaction. Given the reactants C1(C2C=CC(C[N:12]([C:28]3[CH:38]=[CH:37][C:31]([CH2:32][P:33](=[O:36])([OH:35])[OH:34])=[CH:30][CH:29]=3)[C:13](=[O:27])[C:14]3[CH:19]=[CH:18][C:17]([O:20][C:21]4[CH:26]=[CH:25][CH:24]=[CH:23][CH:22]=4)=[CH:16][CH:15]=3)=CC=2)CCCCC1.O(C1C=CC(C(NC2C=CC(CP(=O)(OCC)OCC)=CC=2)=O)=CC=1)C1C=CC=CC=1.C[Si](Br)(C)C, predict the reaction product. The product is: [O:20]([C:17]1[CH:18]=[CH:19][C:14]([C:13]([NH:12][C:28]2[CH:38]=[CH:37][C:31]([CH2:32][P:33](=[O:34])([OH:36])[OH:35])=[CH:30][CH:29]=2)=[O:27])=[CH:15][CH:16]=1)[C:21]1[CH:22]=[CH:23][CH:24]=[CH:25][CH:26]=1.